Dataset: Forward reaction prediction with 1.9M reactions from USPTO patents (1976-2016). Task: Predict the product of the given reaction. (1) The product is: [NH2:18][C:17]1[CH:16]=[CH:15][C:4]([C:5]([NH:7][CH:8]2[CH2:9][CH2:10][N:11]([CH3:14])[CH2:12][CH2:13]2)=[O:6])=[CH:3][C:2]=1[Cl:1]. Given the reactants [Cl:1][C:2]1[CH:3]=[C:4]([CH:15]=[CH:16][C:17]=1[N+:18]([O-])=O)[C:5]([NH:7][CH:8]1[CH2:13][CH2:12][N:11]([CH3:14])[CH2:10][CH2:9]1)=[O:6].CCO, predict the reaction product. (2) Given the reactants CS(O[CH2:6][CH2:7][CH2:8][S:9]([C:12]1[CH:17]=[CH:16][CH:15]=[C:14]([O:18][C:19]2[CH:24]=[CH:23][C:22]([Cl:25])=[C:21]([C:26]3[C:35]4[C:30](=[C:31]([C:36]([F:39])([F:38])[F:37])[CH:32]=[CH:33][CH:34]=4)[N:29]=[C:28]([CH3:40])[N:27]=3)[CH:20]=2)[CH:13]=1)(=[O:11])=[O:10])(=O)=O.[C-:41]#[N:42].[K+], predict the reaction product. The product is: [Cl:25][C:22]1[CH:23]=[CH:24][C:19]([O:18][C:14]2[CH:13]=[C:12]([S:9]([CH2:8][CH2:7][CH2:6][C:41]#[N:42])(=[O:10])=[O:11])[CH:17]=[CH:16][CH:15]=2)=[CH:20][C:21]=1[C:26]1[C:35]2[C:30](=[C:31]([C:36]([F:39])([F:37])[F:38])[CH:32]=[CH:33][CH:34]=2)[N:29]=[C:28]([CH3:40])[N:27]=1. (3) Given the reactants [CH3:1][O:2][C:3]1([CH3:31])[CH2:6][N:5]([C:7]([C:9]2[CH:18]=[CH:17][C:16]3[C:11](=[C:12]([C:19]4[CH:24]=[CH:23][C:22]([C:25]5[CH:26]=[N:27][N:28]([CH3:30])[CH:29]=5)=[CH:21][CH:20]=4)[CH:13]=[N:14][CH:15]=3)[N:10]=2)=[O:8])[CH2:4]1.ClC1C=C(C=CC=1)C(OO)=O.C([O-])(O)=O.[Na+].C1(C)C=CC(S(Cl)(=O)=O)=CC=1.C(C[NH2:62])O, predict the reaction product. The product is: [NH2:62][C:15]1[N:14]=[CH:13][C:12]([C:19]2[CH:20]=[CH:21][C:22]([C:25]3[CH:26]=[N:27][N:28]([CH3:30])[CH:29]=3)=[CH:23][CH:24]=2)=[C:11]2[C:16]=1[CH:17]=[CH:18][C:9]([C:7]([N:5]1[CH2:6][C:3]([O:2][CH3:1])([CH3:31])[CH2:4]1)=[O:8])=[N:10]2. (4) Given the reactants [CH2:1]([Si:7](Cl)([Cl:9])[Cl:8])[CH2:2][CH2:3][CH2:4][CH:5]=[CH2:6].C[SiH](Cl)Cl, predict the reaction product. The product is: [CH2:1]([SiH:7]([Cl:9])[Cl:8])[CH2:2][CH2:3][CH2:4][CH:5]=[CH2:6]. (5) Given the reactants [F:1][C:2]1[CH:7]=[CH:6][C:5]([C:8]2[NH:12][C:11]3[C:13]([OH:20])=[CH:14][CH:15]=[C:16]([C:17]([OH:19])=[O:18])[C:10]=3[N:9]=2)=[CH:4][CH:3]=1.OS(O)(=O)=O.[CH3:26]O, predict the reaction product. The product is: [CH3:26][O:18][C:17]([C:16]1[C:10]2[N:9]=[C:8]([C:5]3[CH:4]=[CH:3][C:2]([F:1])=[CH:7][CH:6]=3)[NH:12][C:11]=2[C:13]([OH:20])=[CH:14][CH:15]=1)=[O:19]. (6) Given the reactants Cl[C:2]1[N:3]=[C:4]([N:22]2[CH2:27][CH2:26][O:25][CH2:24][C@@H:23]2[CH3:28])[C:5]2[CH2:11][CH2:10][N:9]([C:12]([O:14][C:15]([CH3:18])([CH3:17])[CH3:16])=[O:13])[CH:8]([CH2:19][C:20]#[N:21])[C:6]=2[N:7]=1.B(O)O.[C:32]([O-:35])(=O)C.[K+].[C:37](#[N:39])[CH3:38], predict the reaction product. The product is: [C:20]([CH2:19][C@@H:8]1[C:6]2[N:7]=[C:2]([C:8]3[CH:19]=[CH:20][C:37]([NH:39][C:32]([NH:3][CH2:4][CH3:5])=[O:35])=[CH:38][CH:6]=3)[N:3]=[C:4]([N:22]3[CH2:27][CH2:26][O:25][CH2:24][C@@H:23]3[CH3:28])[C:5]=2[CH2:11][CH2:10][N:9]1[C:12]([O:14][C:15]([CH3:18])([CH3:17])[CH3:16])=[O:13])#[N:21]. (7) The product is: [Br:1][C:2]1[CH:7]=[CH:6][C:5]([CH:8]2[CH2:9][CH2:10][CH2:11][CH2:12][N:18]3[N:17]=[C:16]([NH:19][C:20]4[CH:25]=[CH:24][C:23]([N:26]5[CH:30]=[C:29]([Cl:31])[N:28]=[CH:27]5)=[C:22]([O:32][CH3:33])[CH:21]=4)[N:15]=[C:14]23)=[CH:4][CH:3]=1. Given the reactants [Br:1][C:2]1[CH:7]=[CH:6][C:5]([CH:8]([C:14]2[NH:18][N:17]=[C:16]([NH:19][C:20]3[CH:25]=[CH:24][C:23]([N:26]4[CH:30]=[C:29]([Cl:31])[N:28]=[CH:27]4)=[C:22]([O:32][CH3:33])[CH:21]=3)[N:15]=2)[CH2:9][CH2:10][CH2:11][CH2:12]Cl)=[CH:4][CH:3]=1.[I-].[Na+].C(N(C(C)C)CC)(C)C, predict the reaction product.